From a dataset of Full USPTO retrosynthesis dataset with 1.9M reactions from patents (1976-2016). Predict the reactants needed to synthesize the given product. (1) Given the product [CH2:15]([O:1][C:2]1[CH:3]=[C:4]([CH:10]=[CH:11][C:12]=1[O:27][CH2:26][CH3:17])[C:5]([O:7][CH2:8][CH3:9])=[O:6])[CH3:16], predict the reactants needed to synthesize it. The reactants are: [OH:1][C:2]1[CH:3]=[C:4]([CH:10]=[CH:11][C:12]=1O)[C:5]([O:7][CH2:8][CH3:9])=[O:6].Br[CH2:15][CH3:16].[C:17]([O-])([O-])=O.[K+].[K+].CN([CH:26]=[O:27])C. (2) Given the product [CH:3]1([O:7][C:9]2[N:14]=[CH:13][N:12]=[C:11]([N:15]3[CH2:20][CH2:19][N:18]([C:21]([O:23][C:24]([CH3:27])([CH3:26])[CH3:25])=[O:22])[CH2:17][CH2:16]3)[CH:10]=2)[CH2:6][CH2:5][CH2:4]1, predict the reactants needed to synthesize it. The reactants are: [H-].[Na+].[CH:3]1([OH:7])[CH2:6][CH2:5][CH2:4]1.Cl[C:9]1[N:14]=[CH:13][N:12]=[C:11]([N:15]2[CH2:20][CH2:19][N:18]([C:21]([O:23][C:24]([CH3:27])([CH3:26])[CH3:25])=[O:22])[CH2:17][CH2:16]2)[CH:10]=1.